This data is from NCI-60 drug combinations with 297,098 pairs across 59 cell lines. The task is: Regression. Given two drug SMILES strings and cell line genomic features, predict the synergy score measuring deviation from expected non-interaction effect. (1) Drug 1: C1=CC(=CC=C1C#N)C(C2=CC=C(C=C2)C#N)N3C=NC=N3. Drug 2: CC1=C2C(C(=O)C3(C(CC4C(C3C(C(C2(C)C)(CC1OC(=O)C(C(C5=CC=CC=C5)NC(=O)C6=CC=CC=C6)O)O)OC(=O)C7=CC=CC=C7)(CO4)OC(=O)C)O)C)OC(=O)C. Cell line: TK-10. Synergy scores: CSS=-8.92, Synergy_ZIP=4.80, Synergy_Bliss=0.115, Synergy_Loewe=-18.5, Synergy_HSA=-13.8. (2) Synergy scores: CSS=54.6, Synergy_ZIP=-1.75, Synergy_Bliss=-2.22, Synergy_Loewe=0.534, Synergy_HSA=1.41. Drug 1: C1=CC(=CC=C1CCC2=CNC3=C2C(=O)NC(=N3)N)C(=O)NC(CCC(=O)O)C(=O)O. Cell line: NCI-H460. Drug 2: CCC1(CC2CC(C3=C(CCN(C2)C1)C4=CC=CC=C4N3)(C5=C(C=C6C(=C5)C78CCN9C7C(C=CC9)(C(C(C8N6C)(C(=O)OC)O)OC(=O)C)CC)OC)C(=O)OC)O.OS(=O)(=O)O.